Dataset: Forward reaction prediction with 1.9M reactions from USPTO patents (1976-2016). Task: Predict the product of the given reaction. (1) Given the reactants [H-].[Na+].[CH:3]1([C:8]2[NH:9][C:10]3[C:16]([C:17]([O:19][CH3:20])=[O:18])=[CH:15][CH:14]=[C:13]([O:21][CH3:22])[C:11]=3[N:12]=2)[CH2:7][CH2:6][CH2:5][CH2:4]1.I[CH3:24], predict the reaction product. The product is: [CH:3]1([C:8]2[N:12]([CH3:24])[C:11]3[C:13]([O:21][CH3:22])=[CH:14][CH:15]=[C:16]([C:17]([O:19][CH3:20])=[O:18])[C:10]=3[N:9]=2)[CH2:4][CH2:5][CH2:6][CH2:7]1. (2) Given the reactants [C:1]([N:8]1[CH2:13][CH2:12][NH:11][CH2:10][CH2:9]1)([O:3][C:4]([CH3:7])([CH3:6])[CH3:5])=[O:2].C([N:17](C(C)C)CC)(C)C.[C:23]1([CH2:29][C:30](Cl)=[O:31])[CH:28]=[CH:27][CH:26]=[CH:25][CH:24]=1, predict the reaction product. The product is: [C:1]([N:8]1[CH2:9][CH2:10][N:11]([NH:17][C:30](=[O:31])[CH2:29][C:23]2[CH:28]=[CH:27][CH:26]=[CH:25][CH:24]=2)[CH2:12][CH2:13]1)([O:3][C:4]([CH3:7])([CH3:6])[CH3:5])=[O:2]. (3) Given the reactants I[C:2]1[NH:6][C:5]([C@@H:7]2[CH2:11][C@H:10]([CH3:12])[CH2:9][N:8]2[C:13]([O:15][C:16]([CH3:19])([CH3:18])[CH3:17])=[O:14])=[N:4][CH:3]=1.C[Si](C)(C)[C:22]#[C:23][C:24]1[CH:29]=[CH:28][C:27]([C:30]#[C:31][Si](C)(C)C)=[CH:26][CH:25]=1.[CH2:38]1[CH2:48]C[N:46]2[C:41](=[N:42]C[CH2:44][CH2:45]2)[CH2:40][CH2:39]1.N#N, predict the reaction product. The product is: [C:16]([O:15][C:13]([N:8]1[CH2:9][C@@H:10]([CH3:12])[CH2:11][C@H:7]1[C:5]1[NH:4][CH:3]=[C:2]([C:22]#[C:23][C:24]2[CH:29]=[CH:28][C:27]([C:30]#[C:31][C:45]3[N:46]=[C:41]([C@@H:40]4[CH2:39][C@H:38]([CH3:48])[CH2:7][N:8]4[C:13]([O:15][C:16]([CH3:19])([CH3:18])[CH3:17])=[O:14])[NH:42][CH:44]=3)=[CH:26][CH:25]=2)[N:6]=1)=[O:14])([CH3:19])([CH3:18])[CH3:17].